Dataset: Forward reaction prediction with 1.9M reactions from USPTO patents (1976-2016). Task: Predict the product of the given reaction. (1) The product is: [OH:12][CH2:11][CH2:10][CH2:9][CH2:8][CH2:7][CH2:6][CH2:5][CH2:4][S:16][C:17]1[CH:22]=[CH:21][N+:20]([O-:23])=[CH:19][C:18]=1[CH3:24]. Given the reactants [OH-].[Na+].Br[CH2:4][CH2:5][CH2:6][CH2:7][CH2:8][CH2:9][CH2:10][CH2:11][OH:12].C(O)C.[SH:16][C:17]1[CH:22]=[CH:21][N+:20]([O-:23])=[CH:19][C:18]=1[CH3:24], predict the reaction product. (2) Given the reactants [CH2:1]([O:3][C:4](=[O:33])[CH2:5][O:6][C:7]1[CH:12]=[CH:11][C:10]([S:13][C:14]2[CH:19]=[C:18]([O:20][C:21]3[CH:26]=[CH:25][C:24]([C:27]([F:30])([F:29])[F:28])=[CH:23][N:22]=3)[CH:17]=[C:16](Br)[CH:15]=2)=[CH:9][C:8]=1[CH3:32])[CH3:2].[C:34]([C:36]1[CH:41]=[CH:40][C:39]([S:42]([CH3:45])(=[O:44])=[O:43])=[CH:38][CH:37]=1)#[CH:35].C(OC(=O)COC1C=CC(SC2C=C(C#CC3C=CC(CO)=CC=3)C=C(OCCC3C=CC(Cl)=CC=3)C=2)=CC=1C)C, predict the reaction product. The product is: [CH2:1]([O:3][C:4](=[O:33])[CH2:5][O:6][C:7]1[CH:12]=[CH:11][C:10]([S:13][C:14]2[CH:19]=[C:18]([O:20][C:21]3[CH:26]=[CH:25][C:24]([C:27]([F:30])([F:29])[F:28])=[CH:23][N:22]=3)[CH:17]=[C:16]([C:35]#[C:34][C:36]3[CH:37]=[CH:38][C:39]([S:42]([CH3:45])(=[O:44])=[O:43])=[CH:40][CH:41]=3)[CH:15]=2)=[CH:9][C:8]=1[CH3:32])[CH3:2].